Dataset: Full USPTO retrosynthesis dataset with 1.9M reactions from patents (1976-2016). Task: Predict the reactants needed to synthesize the given product. Given the product [F:1][C:2]1[CH:3]=[CH:4][C:5]([O:25][CH2:26][CH2:27][O:28][CH3:29])=[C:6]([C@H:8]2[CH2:12][CH2:11][CH2:10][N:9]2[C:13]2[CH:18]=[CH:17][N:16]3[N:19]=[CH:20][C:21]([C:22]([NH2:31])=[O:23])=[C:15]3[N:14]=2)[CH:7]=1, predict the reactants needed to synthesize it. The reactants are: [F:1][C:2]1[CH:3]=[CH:4][C:5]([O:25][CH2:26][CH2:27][O:28][CH3:29])=[C:6]([C@H:8]2[CH2:12][CH2:11][CH2:10][N:9]2[C:13]2[CH:18]=[CH:17][N:16]3[N:19]=[CH:20][C:21]([C:22](O)=[O:23])=[C:15]3[N:14]=2)[CH:7]=1.[Cl-].[NH4+:31].